This data is from Forward reaction prediction with 1.9M reactions from USPTO patents (1976-2016). The task is: Predict the product of the given reaction. The product is: [OH:23][NH:22][C:1](=[NH:2])[C:3]1[C:4]([CH3:20])=[C:5]2[C:10](=[CH:11][CH:12]=1)[CH2:9][N:8]([C:13]([O:15][C:16]([CH3:17])([CH3:18])[CH3:19])=[O:14])[CH2:7][CH2:6]2. Given the reactants [C:1]([C:3]1[C:4]([CH3:20])=[C:5]2[C:10](=[CH:11][CH:12]=1)[CH2:9][N:8]([C:13]([O:15][C:16]([CH3:19])([CH3:18])[CH3:17])=[O:14])[CH2:7][CH2:6]2)#[N:2].Cl.[NH2:22][OH:23].C(=O)(O)[O-].[Na+], predict the reaction product.